From a dataset of Reaction yield outcomes from USPTO patents with 853,638 reactions. Predict the reaction yield, written as a fraction of the theoretical maximum amount of product (1.0 means a 100% yield; for example, 0.34 means a 34% yield). (1) The reactants are [CH3:1][C:2](=O)[CH2:3][CH2:4][C:5](=O)[CH3:6].[NH2:9][C:10]1[CH:15]=[CH:14][C:13]([Br:16])=[CH:12][N:11]=1.C. The catalyst is C1CCCCC1.C(O)(=O)C. The product is [Br:16][C:13]1[CH:14]=[CH:15][C:10]([N:9]2[C:2]([CH3:1])=[CH:3][CH:4]=[C:5]2[CH3:6])=[N:11][CH:12]=1. The yield is 0.800. (2) The reactants are [C:1]([C:3]1[CH:8]=[CH:7][CH:6]=[CH:5][C:4]=1[C:9]1[CH:14]=[CH:13][C:12]([CH2:15][CH:16]([C:22](=O)[CH2:23][CH2:24][CH3:25])[C:17](OCC)=[O:18])=[CH:11][CH:10]=1)#[N:2].[N:27]1[N:28]=[C:29]([NH:32][CH:33]2[CH2:38][CH2:37][CH:36]([C:39]([O:41][CH2:42][CH3:43])=[O:40])[CH2:35][CH2:34]2)[NH:30][CH:31]=1.C(N(CC)C1C=CC=CC=1)C. The product is [C:1]([C:3]1[CH:8]=[CH:7][CH:6]=[CH:5][C:4]=1[C:9]1[CH:10]=[CH:11][C:12]([CH2:15][C:16]2[C:17](=[O:18])[N:32]([C@H:33]3[CH2:34][CH2:35][C@H:36]([C:39]([O:41][CH2:42][CH3:43])=[O:40])[CH2:37][CH2:38]3)[C:29]3[N:28]([N:27]=[CH:31][N:30]=3)[C:22]=2[CH2:23][CH2:24][CH3:25])=[CH:13][CH:14]=1)#[N:2]. The yield is 0.310. The catalyst is C(OCC)(=O)C. (3) The reactants are [OH:1][C:2]1[CH:11]=[CH:10][C:5]([C:6]([O:8][CH3:9])=[O:7])=[CH:4][CH:3]=1.[Br:12][C:13]1[CH:18]=[CH:17][C:16]([CH2:19][CH2:20]O)=[CH:15][CH:14]=1.C1(P(C2C=CC=CC=2)C2C=CC=CC=2)C=CC=CC=1.N(C(OCC)=O)=NC(OCC)=O. The catalyst is C1COCC1.C(OCC)(=O)C. The product is [Br:12][C:13]1[CH:18]=[CH:17][C:16]([CH2:19][CH2:20][O:1][C:2]2[CH:3]=[CH:4][C:5]([C:6]([O:8][CH3:9])=[O:7])=[CH:10][CH:11]=2)=[CH:15][CH:14]=1. The yield is 0.730. (4) The reactants are C(N1CCN(C2C=CC([NH:20][C:21]3[C:26]([F:27])=[CH:25][N:24]=[C:23](Cl)[N:22]=3)=CC=2)CC1)C1C=CC=CC=1.[CH2:29]1[CH2:39][O:38][C:37]2[CH:36]=[CH:35][C:33]([NH2:34])=[CH:32][C:31]=2[O:30]1. No catalyst specified. The product is [CH2:29]1[CH2:39][O:38][C:37]2[CH:36]=[CH:35][C:33]([NH:34][C:23]3[N:22]=[C:21]([NH2:20])[C:26]([F:27])=[CH:25][N:24]=3)=[CH:32][C:31]=2[O:30]1. The yield is 0.630. (5) The reactants are [F:1][C:2]1[CH:28]=[CH:27][C:5]([C:6]([N:8]2[CH2:21][CH2:20][C:19]3[C:18]4[CH:17]=[CH:16][CH:15]=[CH:14][C:13]=4[NH:12][C:11]=3[C:10]([C:22]([O:24][CH2:25][CH3:26])=[O:23])=[CH:9]2)=[O:7])=[CH:4][CH:3]=1.ClC1C(=O)C(C#N)=C(C#N)C(=[O:37])C=1Cl. The catalyst is C1COCC1.O. The product is [CH2:25]([O:24][C:22]([C:10]1[C:11]2[NH:12][C:13]3[CH:14]=[CH:15][CH:16]=[CH:17][C:18]=3[C:19]=2[C:20](=[O:37])[CH2:21][N:8]([C:6](=[O:7])[C:5]2[CH:4]=[CH:3][C:2]([F:1])=[CH:28][CH:27]=2)[CH:9]=1)=[O:23])[CH3:26]. The yield is 0.920.